This data is from Full USPTO retrosynthesis dataset with 1.9M reactions from patents (1976-2016). The task is: Predict the reactants needed to synthesize the given product. (1) Given the product [CH3:20][N:18]1[CH:19]=[C:15]([N:14]2[C:5]3[C:4]4[CH:3]=[C:2]([C:36]5[CH:35]=[N:34][N:33]([CH2:32][CH2:31][O:30][CH:25]6[CH2:26][CH2:27][CH2:28][CH2:29][O:24]6)[CH:37]=5)[CH:11]=[CH:10][C:9]=4[N:8]=[CH:7][C:6]=3[N:12]([CH3:23])[C:13]2=[O:22])[C:16]([CH3:21])=[N:17]1, predict the reactants needed to synthesize it. The reactants are: Br[C:2]1[CH:11]=[CH:10][C:9]2[N:8]=[CH:7][C:6]3[N:12]([CH3:23])[C:13](=[O:22])[N:14]([C:15]4[C:16]([CH3:21])=[N:17][N:18]([CH3:20])[CH:19]=4)[C:5]=3[C:4]=2[CH:3]=1.[O:24]1[CH2:29][CH2:28][CH2:27][CH2:26][CH:25]1[O:30][CH2:31][CH2:32][N:33]1[CH:37]=[C:36](B2OC(C)(C)C(C)(C)O2)[CH:35]=[N:34]1. (2) Given the product [F:26][C:23]1[CH:24]=[CH:25][C:20]([C@:13]2([CH2:16][CH2:17][CH2:18][OH:19])[O:12][C:11](=[O:27])[N:10]([C@H:8]([C:5]3[CH:6]=[CH:7][C:2]([C:33]4[CH:32]=[CH:31][CH:30]=[C:29]([CH3:28])[N:34]=4)=[CH:3][CH:4]=3)[CH3:9])[CH2:15][CH2:14]2)=[CH:21][CH:22]=1, predict the reactants needed to synthesize it. The reactants are: Br[C:2]1[CH:7]=[CH:6][C:5]([C@@H:8]([N:10]2[CH2:15][CH2:14][C@@:13]([C:20]3[CH:25]=[CH:24][C:23]([F:26])=[CH:22][CH:21]=3)([CH2:16][CH2:17][CH2:18][OH:19])[O:12][C:11]2=[O:27])[CH3:9])=[CH:4][CH:3]=1.[CH3:28][C:29]1[N:34]=[C:33](B(O)O)[CH:32]=[CH:31][CH:30]=1.